Dataset: NCI-60 drug combinations with 297,098 pairs across 59 cell lines. Task: Regression. Given two drug SMILES strings and cell line genomic features, predict the synergy score measuring deviation from expected non-interaction effect. (1) Drug 1: CC(C)(C#N)C1=CC(=CC(=C1)CN2C=NC=N2)C(C)(C)C#N. Drug 2: C1C(C(OC1N2C=NC3=C2NC=NCC3O)CO)O. Cell line: RPMI-8226. Synergy scores: CSS=8.08, Synergy_ZIP=1.86, Synergy_Bliss=-0.306, Synergy_Loewe=2.03, Synergy_HSA=-4.06. (2) Drug 1: CCC1=C2CN3C(=CC4=C(C3=O)COC(=O)C4(CC)O)C2=NC5=C1C=C(C=C5)O. Drug 2: N.N.Cl[Pt+2]Cl. Cell line: NCI-H460. Synergy scores: CSS=62.2, Synergy_ZIP=3.02, Synergy_Bliss=3.39, Synergy_Loewe=3.73, Synergy_HSA=6.22. (3) Drug 1: C1CNP(=O)(OC1)N(CCCl)CCCl. Drug 2: COCCOC1=C(C=C2C(=C1)C(=NC=N2)NC3=CC=CC(=C3)C#C)OCCOC. Cell line: HCT116. Synergy scores: CSS=12.4, Synergy_ZIP=-4.10, Synergy_Bliss=-4.94, Synergy_Loewe=-30.5, Synergy_HSA=-4.30. (4) Drug 1: C1=NC2=C(N1)C(=S)N=C(N2)N. Drug 2: C1=NC(=NC(=O)N1C2C(C(C(O2)CO)O)O)N. Cell line: OVCAR-5. Synergy scores: CSS=34.6, Synergy_ZIP=-1.12, Synergy_Bliss=-1.66, Synergy_Loewe=-4.44, Synergy_HSA=-1.45.